This data is from Forward reaction prediction with 1.9M reactions from USPTO patents (1976-2016). The task is: Predict the product of the given reaction. (1) Given the reactants [OH:1][CH2:2][C:3]1[N:4]=[N:5][N:6]([CH2:8][CH2:9][CH2:10][N:11]2[C:19](=[O:20])[C:18]3[C:13](=[CH:14][CH:15]=[CH:16][CH:17]=3)[C:12]2=[O:21])[CH:7]=1, predict the reaction product. The product is: [O:20]=[C:19]1[C:18]2[C:13](=[CH:14][CH:15]=[CH:16][CH:17]=2)[C:12](=[O:21])[N:11]1[CH2:10][CH2:9][CH2:8][N:6]1[CH:7]=[C:3]([CH:2]=[O:1])[N:4]=[N:5]1. (2) Given the reactants [CH2:1](Br)[CH2:2][CH2:3][CH2:4][CH2:5][CH2:6][CH2:7][CH3:8].[C:10]([NH:13][C:14]1[CH:19]=[CH:18][CH:17]=[CH:16][CH:15]=1)(=[O:12])[CH3:11].[OH-].[K+].O, predict the reaction product. The product is: [C:10]([N:13]([CH2:1][CH2:2][CH2:3][CH2:4][CH2:5][CH2:6][CH2:7][CH3:8])[C:14]1[CH:19]=[CH:18][CH:17]=[CH:16][CH:15]=1)(=[O:12])[CH3:11]. (3) The product is: [C:1]([O:5][C:6]([N:8]1[CH2:13][CH:12]=[C:11]([C:14]2[C:22]3[S:21][C:20]([NH:23][C:24]([C:26]4[CH:31]=[CH:30][N:29]=[C:28]([N:8]5[CH2:6][CH2:35][O:38][CH2:10][CH2:9]5)[CH:27]=4)=[O:25])=[N:19][C:18]=3[C:17]([O:33][CH3:34])=[CH:16][CH:15]=2)[CH2:10][CH2:9]1)=[O:7])([CH3:4])([CH3:3])[CH3:2]. Given the reactants [C:1]([O:5][C:6]([N:8]1[CH2:13][CH:12]=[C:11]([C:14]2[C:22]3[S:21][C:20]([NH:23][C:24]([C:26]4[CH:31]=[CH:30][N:29]=[C:28](Cl)[CH:27]=4)=[O:25])=[N:19][C:18]=3[C:17]([O:33][CH3:34])=[CH:16][CH:15]=2)[CH2:10][CH2:9]1)=[O:7])([CH3:4])([CH3:3])[CH3:2].[C:35](=[O:38])([O-])[O-].[Cs+].[Cs+], predict the reaction product. (4) The product is: [O:24]1[CH2:29][CH2:28][O:27][CH2:26][CH:25]1[CH2:30][NH:31][C:15]([C:16]1[C:17]([NH:18][C:13]([C:6]2[C:7]3[C:12](=[CH:11][CH:10]=[CH:9][CH:8]=3)[C:3]([O:2][CH3:1])=[CH:4][CH:5]=2)=[O:14])=[CH:19][CH:20]=[CH:21][N:22]=1)=[O:23]. Given the reactants [CH3:1][O:2][C:3]1[C:12]2[C:7](=[CH:8][CH:9]=[CH:10][CH:11]=2)[C:6]([C:13]2[O:14][C:15](=[O:23])[C:16]3[N:22]=[CH:21][CH:20]=[CH:19][C:17]=3[N:18]=2)=[CH:5][CH:4]=1.[O:24]1[CH2:29][CH2:28][O:27][CH2:26][CH:25]1[CH2:30][NH2:31], predict the reaction product.